Dataset: Catalyst prediction with 721,799 reactions and 888 catalyst types from USPTO. Task: Predict which catalyst facilitates the given reaction. (1) Reactant: [Cl:1][C:2]1[CH:3]=[CH:4][C:5]([NH:18][CH2:19][CH:20]2[CH2:25][CH2:24][NH:23][CH2:22][CH2:21]2)=[C:6]([CH:17]=1)[C:7]([NH:9][C:10]1[CH:15]=[CH:14][C:13]([Cl:16])=[CH:12][N:11]=1)=[O:8].C1CCNCC1.CC=C(C)C.[C:37](Cl)(=[O:41])[CH2:38][CH2:39][CH3:40]. Product: [C:37]([N:23]1[CH2:22][CH2:21][CH:20]([CH2:19][NH:18][C:5]2[CH:4]=[CH:3][C:2]([Cl:1])=[CH:17][C:6]=2[C:7]([NH:9][C:10]2[CH:15]=[CH:14][C:13]([Cl:16])=[CH:12][N:11]=2)=[O:8])[CH2:25][CH2:24]1)(=[O:41])[CH2:38][CH2:39][CH3:40]. The catalyst class is: 22. (2) Reactant: [CH3:1][NH:2][C:3]1([C:15]([O:17][C:18]([CH3:21])([CH3:20])[CH3:19])=[O:16])[C:11]2[C:6](=[CH:7][CH:8]=[C:9]([N+:12]([O-:14])=[O:13])[CH:10]=2)[NH:5][NH:4]1.[CH3:22][S:23](Cl)(=[O:25])=[O:24]. Product: [CH3:1][N:2]([S:23]([CH3:22])(=[O:25])=[O:24])[C:3]1([C:15]([O:17][C:18]([CH3:21])([CH3:20])[CH3:19])=[O:16])[C:11]2[C:6](=[CH:7][CH:8]=[C:9]([N+:12]([O-:14])=[O:13])[CH:10]=2)[NH:5][NH:4]1. The catalyst class is: 228.